Dataset: Full USPTO retrosynthesis dataset with 1.9M reactions from patents (1976-2016). Task: Predict the reactants needed to synthesize the given product. (1) Given the product [CH3:17][O:16][C:13]1[CH:14]=[CH:15][C:10]([CH2:9][CH:3]([C:1]#[CH:18])[CH2:4][C:5]([O:7][CH3:8])=[O:6])=[CH:11][CH:12]=1, predict the reactants needed to synthesize it. The reactants are: [CH:1]([CH:3]([CH2:9][C:10]1[CH:15]=[CH:14][C:13]([O:16][CH3:17])=[CH:12][CH:11]=1)[CH2:4][C:5]([O:7][CH3:8])=[O:6])=O.[C:18]([O-])([O-])=O.[K+].[K+].CC(C)C(=O)C(P(=O)([O-])[O-])=[N+]=[N-].C([O-])(O)=O.[Na+]. (2) The reactants are: [NH2:1][C:2]1[N:6]([C:7]2[CH:12]=[CH:11][CH:10]=[CH:9][CH:8]=2)[N:5]=[C:4]([C:13]([NH:15][CH3:16])=[O:14])[C:3]=1[CH3:17].C1(C2C=CC([CH2:27][O:28]C)=CC=2CN)CC1.[CH3:32][O:33][CH2:34][C:35]1[CH:36]=[CH:37][C:38]([O:43][CH2:44][C:45]([F:48])([F:47])[F:46])=[C:39]([CH2:41][NH2:42])[CH:40]=1. Given the product [CH3:32][O:33][CH2:34][C:35]1[CH:36]=[CH:37][C:38]([O:43][CH2:44][C:45]([F:46])([F:47])[F:48])=[C:39]([CH:40]=1)[CH2:41][NH:42][C:27](=[O:28])[NH:1][C:2]1[N:6]([C:7]2[CH:12]=[CH:11][CH:10]=[CH:9][CH:8]=2)[N:5]=[C:4]([C:13]([NH:15][CH3:16])=[O:14])[C:3]=1[CH3:17], predict the reactants needed to synthesize it. (3) Given the product [Cl:28][C:22]1[CH:23]=[C:24]([Cl:27])[CH:25]=[CH:26][C:21]=1[C:10]1[CH:11]=[C:12]([C:14]2[CH:19]=[CH:18][N:17]=[C:16]([CH3:20])[CH:15]=2)[S:13][C:9]=1[C:5]1[NH:6][CH:7]=[CH:8][N:4]=1, predict the reactants needed to synthesize it. The reactants are: C([N:4]1[CH:8]=[CH:7][N:6]=[C:5]1[C:9]1[S:13][C:12]([C:14]2[CH:19]=[CH:18][N:17]=[C:16]([CH3:20])[CH:15]=2)=[CH:11][C:10]=1[C:21]1[CH:26]=[CH:25][C:24]([Cl:27])=[CH:23][C:22]=1[Cl:28])C=C.C1([SiH3])C=CC=CC=1.C(O)(=O)C. (4) The reactants are: COC1N=CC(C2[C@@]3(C)CC[C@H]4[C@H]([C@@H]3CC=2)CC=C2[C@]4(C)CCC(=O)N2C)=CC=1.O1CCN(C2N=CC(B(O)O)=CC=2)CC1.[CH3:45][N:46]1[C:55]2[C:50]([CH3:76])([CH:51]3[CH2:62][CH2:61][C:60]4([CH3:63])[CH:56]([CH2:57][CH:58]=[C:59]4[C:64]4[CH:65]=[N:66][C:67]([N:70]5[CH2:75][CH2:74][O:73][CH2:72][CH2:71]5)=[CH:68][CH:69]=4)[CH:52]3[CH2:53][CH:54]=2)[CH2:49][CH2:48][C:47]1=[O:77]. Given the product [CH3:45][N:46]1[C:55]2[C@@:50]([CH3:76])([C@H:51]3[CH2:62][CH2:61][C@@:60]4([CH3:63])[C@@H:56]([CH2:57][CH:58]=[C:59]4[C:64]4[CH:65]=[N:66][C:67]([N:70]5[CH2:75][CH2:74][O:73][CH2:72][CH2:71]5)=[CH:68][CH:69]=4)[C@@H:52]3[CH2:53][CH:54]=2)[CH2:49][CH2:48][C:47]1=[O:77], predict the reactants needed to synthesize it. (5) Given the product [CH3:1][O:2][C:3](=[O:25])[CH2:4][C:5]1[C:14]([CH3:15])=[C:13]([C:55]2[CH:54]=[CH:53][C:52]([S:49](=[O:50])(=[O:51])[NH:48][CH:45]([CH3:47])[CH3:46])=[CH:57][CH:56]=2)[C:12]2[C:7](=[CH:8][CH:9]=[C:10]([Cl:24])[CH:11]=2)[CH:6]=1, predict the reactants needed to synthesize it. The reactants are: [CH3:1][O:2][C:3](=[O:25])[CH2:4][C:5]1[C:14]([CH3:15])=[C:13](OS(C(F)(F)F)(=O)=O)[C:12]2[C:7](=[CH:8][CH:9]=[C:10]([Cl:24])[CH:11]=2)[CH:6]=1.C1(P(C2C=CC=CC=2)C2C=CC=CC=2)C=CC=CC=1.[C:45](=[N:48][S:49]([C:52]1[CH:57]=[CH:56][C:55](B(O)O)=[CH:54][CH:53]=1)(=[O:51])=[O:50])([CH3:47])[CH3:46].C(=O)([O-])[O-].[Na+].[Na+].